Dataset: NCI-60 drug combinations with 297,098 pairs across 59 cell lines. Task: Regression. Given two drug SMILES strings and cell line genomic features, predict the synergy score measuring deviation from expected non-interaction effect. (1) Drug 1: COC1=C(C=C2C(=C1)N=CN=C2NC3=CC(=C(C=C3)F)Cl)OCCCN4CCOCC4. Drug 2: C1=NNC2=C1C(=O)NC=N2. Cell line: SF-295. Synergy scores: CSS=11.8, Synergy_ZIP=-0.583, Synergy_Bliss=4.63, Synergy_Loewe=6.09, Synergy_HSA=6.31. (2) Synergy scores: CSS=43.1, Synergy_ZIP=-1.19, Synergy_Bliss=1.80, Synergy_Loewe=0.781, Synergy_HSA=2.13. Drug 2: C1=NC(=NC(=O)N1C2C(C(C(O2)CO)O)O)N. Cell line: SNB-19. Drug 1: CC12CCC3C(C1CCC2=O)CC(=C)C4=CC(=O)C=CC34C.